From a dataset of Forward reaction prediction with 1.9M reactions from USPTO patents (1976-2016). Predict the product of the given reaction. (1) Given the reactants [NH2:1][C:2]1[CH:7]=[CH:6][C:5]([CH:8]([C:15]2[CH:20]=[CH:19][C:18]([Cl:21])=[CH:17][CH:16]=2)[C:9]2[N:13]([CH3:14])[CH:12]=[N:11][CH:10]=2)=[CH:4][C:3]=1[CH:22]([C:24]1[CH:29]=[CH:28][CH:27]=[C:26]([Cl:30])[CH:25]=1)O.[SH:31][CH2:32][C:33]([OH:35])=[O:34], predict the reaction product. The product is: [ClH:21].[NH2:1][C:2]1[CH:7]=[CH:6][C:5]([CH:8]([C:15]2[CH:20]=[CH:19][C:18]([Cl:21])=[CH:17][CH:16]=2)[C:9]2[N:13]([CH3:14])[CH:12]=[N:11][CH:10]=2)=[CH:4][C:3]=1[CH:22]([C:24]1[CH:29]=[CH:28][CH:27]=[C:26]([Cl:30])[CH:25]=1)[S:31][CH2:32][C:33]([OH:35])=[O:34]. (2) Given the reactants [Si:1]([O:18][CH:19]1[CH2:22][N:21]([C:23]2[S:24][CH:25]=[C:26]([C:28](OCC)=[O:29])[N:27]=2)[CH2:20]1)([C:14]([CH3:17])([CH3:16])[CH3:15])([C:8]1[CH:13]=[CH:12][CH:11]=[CH:10][CH:9]=1)[C:2]1[CH:7]=[CH:6][CH:5]=[CH:4][CH:3]=1.[NH:33]1[CH2:38][CH2:37][O:36][CH2:35][CH2:34]1.C[Al](C)C.C(O)(=O)C.C(OCC)(=O)C, predict the reaction product. The product is: [Si:1]([O:18][CH:19]1[CH2:20][N:21]([C:23]2[S:24][CH:25]=[C:26]([C:28]([N:33]3[CH2:38][CH2:37][O:36][CH2:35][CH2:34]3)=[O:29])[N:27]=2)[CH2:22]1)([C:14]([CH3:16])([CH3:17])[CH3:15])([C:8]1[CH:9]=[CH:10][CH:11]=[CH:12][CH:13]=1)[C:2]1[CH:3]=[CH:4][CH:5]=[CH:6][CH:7]=1. (3) Given the reactants [Cl:1][C:2]1[CH:3]=[CH:4][C:5]2[N+:10]([O-:11])=[N:9][C:8](=[O:12])[NH:7][C:6]=2[CH:13]=1.[H-].[Na+].CS(O[CH2:21][CH2:22][N:23]1[CH2:28][CH2:27][CH:26]([NH:29][C:30]([O:32][C:33]([CH3:36])([CH3:35])[CH3:34])=[O:31])[CH2:25][CH2:24]1)(=O)=O.C(OC(=O)NC1CCN(CCN2C3C(=CC=C(OC)C=3)C=CC2=O)CC1)(C)(C)C, predict the reaction product. The product is: [C:33]([O:32][C:30](=[O:31])[NH:29][CH:26]1[CH2:27][CH2:28][N:23]([CH2:22][CH2:21][N:7]2[C:6]3[CH:13]=[C:2]([Cl:1])[CH:3]=[CH:4][C:5]=3[N+:10]([O-:11])=[N:9][C:8]2=[O:12])[CH2:24][CH2:25]1)([CH3:36])([CH3:35])[CH3:34]. (4) Given the reactants [NH2:1][C:2]1[CH:3]=[C:4]([CH:12]=[CH:13][CH:14]=1)[C:5]([O:7][CH2:8][CH2:9][CH2:10][CH3:11])=[O:6].[C:15]1([CH3:27])[CH:20]=[CH:19][C:18]([S:21]([N:24]=[C:25]=[O:26])(=[O:23])=[O:22])=[CH:17][CH:16]=1, predict the reaction product. The product is: [C:15]1([CH3:27])[CH:16]=[CH:17][C:18]([S:21]([NH:24][C:25]([NH:1][C:2]2[CH:3]=[C:4]([CH:12]=[CH:13][CH:14]=2)[C:5]([O:7][CH2:8][CH2:9][CH2:10][CH3:11])=[O:6])=[O:26])(=[O:22])=[O:23])=[CH:19][CH:20]=1.